This data is from Peptide-MHC class I binding affinity with 185,985 pairs from IEDB/IMGT. The task is: Regression. Given a peptide amino acid sequence and an MHC pseudo amino acid sequence, predict their binding affinity value. This is MHC class I binding data. (1) The peptide sequence is STCYVFGLY. The MHC is HLA-A11:01 with pseudo-sequence HLA-A11:01. The binding affinity (normalized) is 0.905. (2) The peptide sequence is KEENLVKSMV. The MHC is HLA-B44:03 with pseudo-sequence HLA-B44:03. The binding affinity (normalized) is 0.0752. (3) The peptide sequence is QGKQHLHSL. The MHC is HLA-B18:01 with pseudo-sequence HLA-B18:01. The binding affinity (normalized) is 0.0847.